The task is: Predict which catalyst facilitates the given reaction.. This data is from Catalyst prediction with 721,799 reactions and 888 catalyst types from USPTO. Reactant: NC1CCN(C(OC(C)(C)C)=O)CC1.[N+:15]([C:18]1[C:19](Cl)=[N:20][C:21](Cl)=[N:22][C:23]=1Cl)([O-])=O.N1C=CC=NC=1.[NH2:33][NH2:34]. Product: [N:15]1[C:18]2[CH:19]=[N:20][CH:21]=[N:22][C:23]=2[NH:34][N:33]=1. The catalyst class is: 181.